From a dataset of Forward reaction prediction with 1.9M reactions from USPTO patents (1976-2016). Predict the product of the given reaction. (1) Given the reactants [CH2:1]([N:8]1[C:16]2[CH:15]=[CH:14][C:13]([F:17])=[CH:12][C:11]=2[C:10]2[N:18](C3CCCCO3)[N:19]=[CH:20][C:9]1=2)[C:2]1[CH:7]=[CH:6][CH:5]=[CH:4][CH:3]=1.Cl, predict the reaction product. The product is: [CH2:1]([N:8]1[C:16]2[CH:15]=[CH:14][C:13]([F:17])=[CH:12][C:11]=2[C:10]2[NH:18][N:19]=[CH:20][C:9]1=2)[C:2]1[CH:3]=[CH:4][CH:5]=[CH:6][CH:7]=1. (2) Given the reactants I[C:2]1[C:6]2=[N:7][CH:8]=[CH:9][CH:10]=[C:5]2[N:4]([CH:11]2[CH2:16][CH2:15][CH2:14][CH2:13][O:12]2)[N:3]=1.[F:17][C:18]1[CH:23]=[C:22]([C:24]([O:26][CH3:27])=[O:25])[CH:21]=[CH:20][C:19]=1B(O)O.C([O-])([O-])=O.[Na+].[Na+], predict the reaction product. The product is: [F:17][C:18]1[CH:23]=[C:22]([CH:21]=[CH:20][C:19]=1[C:2]1[C:6]2=[N:7][CH:8]=[CH:9][CH:10]=[C:5]2[N:4]([CH:11]2[CH2:16][CH2:15][CH2:14][CH2:13][O:12]2)[N:3]=1)[C:24]([O:26][CH3:27])=[O:25]. (3) The product is: [CH3:20][N:22]([CH2:25][C:6]1[CH:7]=[CH:8][C:3]([C:9]2[O:10][C:11](=[O:12])[C:13]3([CH2:18][CH2:17][CH2:16][CH2:15][CH2:14]3)[N:30]=2)=[CH:4][CH:5]=1)[CH3:23]. Given the reactants [OH-].[Na+].[C:3]1([CH2:9][O:10][C:11]([CH:13]2[CH2:18][CH2:17][CH2:16][CH2:15][CH2:14]2)=[O:12])[CH:8]=[CH:7][CH:6]=[CH:5][CH:4]=1.Cl.[CH2:20]([N:22]([CH2:25]C)[CH2:23]C)C.Cl.C([N:30]=C=NCCCN(C)C)C, predict the reaction product. (4) Given the reactants Cl[C:2]1[CH:3]=[C:4]([C:11]2[C:20]3[C:15](=[CH:16][C:17]([S:21]([NH:24][C:25]4SC=N[N:29]=4)(=[O:23])=[O:22])=[CH:18][CH:19]=3)[CH:14]=[CH:13][N:12]=2)[C:5]([O:9][CH3:10])=[N:6][C:7]=1Cl.Cl.[F:31][C:32]1([F:36])[CH2:35][NH:34][CH2:33]1.[C:37](=[O:40])([O-])[O-].[K+].[K+].[CH3:43]S(C)=O.[C:47](OCC)(=O)[CH3:48], predict the reaction product. The product is: [C:7]([C:2]1[C:47]([N:34]2[CH2:35][C:32]([F:36])([F:31])[CH2:33]2)=[CH:48][C:5]([O:9][CH3:10])=[C:4]([C:11]2[C:20]3[C:15](=[CH:16][C:17]([S:21]([NH:24][C:25]4[CH:43]=[CH:37][O:40][N:29]=4)(=[O:22])=[O:23])=[CH:18][CH:19]=3)[CH:14]=[CH:13][N:12]=2)[CH:3]=1)#[N:6].